Task: Predict the product of the given reaction.. Dataset: Forward reaction prediction with 1.9M reactions from USPTO patents (1976-2016) (1) Given the reactants [Cl:1][C:2]1[CH:3]=[CH:4][C:5]2[N:11]3[CH:12]=[CH:13][N:14]=[C:10]3[C@@H:9]([CH2:15][CH:16]3[O:20][CH2:19][CH2:18][O:17]3)[O:8][C@H:7]([C:21]3[CH:26]=[CH:25][CH:24]=[C:23]([O:27][CH3:28])[C:22]=3[O:29][CH3:30])[C:6]=2[CH:31]=1.[Cl:32]N1C(=O)CCC1=O, predict the reaction product. The product is: [Cl:32][C:13]1[N:14]=[C:10]2[C@@H:9]([CH2:15][CH:16]3[O:20][CH2:19][CH2:18][O:17]3)[O:8][C@H:7]([C:21]3[CH:26]=[CH:25][CH:24]=[C:23]([O:27][CH3:28])[C:22]=3[O:29][CH3:30])[C:6]3[CH:31]=[C:2]([Cl:1])[CH:3]=[CH:4][C:5]=3[N:11]2[CH:12]=1. (2) Given the reactants O1C=C(CN)N=C1.[CH3:8][C:9]1[O:13][N:12]=[C:11]([CH2:14][NH2:15])[CH:10]=1.[F:16][C:17]1[CH:38]=[CH:37][C:20]([CH2:21][N:22]2[CH2:26][CH2:25][N:24]([C:27]3[CH:28]=[C:29]([CH:33]=[CH:34][N:35]=3)[C:30](O)=[O:31])[C:23]2=[O:36])=[CH:19][CH:18]=1, predict the reaction product. The product is: [F:16][C:17]1[CH:18]=[CH:19][C:20]([CH2:21][N:22]2[CH2:26][CH2:25][N:24]([C:27]3[CH:28]=[C:29]([CH:33]=[CH:34][N:35]=3)[C:30]([NH:15][CH2:14][C:11]3[CH:10]=[C:9]([CH3:8])[O:13][N:12]=3)=[O:31])[C:23]2=[O:36])=[CH:37][CH:38]=1.